Dataset: Drug-target binding data from BindingDB using Ki measurements. Task: Regression. Given a target protein amino acid sequence and a drug SMILES string, predict the binding affinity score between them. We predict pKi (pKi = -log10(Ki in M); higher means stronger inhibition). Dataset: bindingdb_ki. (1) The compound is COc1cccc(CSc2nnc(Cc3csc(Nc4cccc(Cl)c4)n3)o2)c1. The target protein sequence is MKFLLVLALCAVVYAKHEAYIGWKSYYVGVATDAQAKALEPLIQKYELDFLSHPTKSREGVVLVKPQHQAGFVQDIEAGGITYRIHADDVKRQLEFDDQLIEMQRMSSFTRTAGRQLPYDNYQELEVIDEYLDYIGEKYPDVATVVNAAESFEGRPIKYIKISTTNFEDENKPVIFIDGGIHAREWISPPSVTWAIHKLVEDVTENDLLEKFDWILLPVVNPDGYKYTFTNERFWRKTRSTNNNPLSQICRGADGNRNFDFVWNSIGTSNSPCSDIYAGTSAFSEVETRVVRDILHEHLARMALYLTMHSFGSMILYPWGHDGSLSQNALGLHTVGVAMASVIQSNALPNFPPYTVGNSALVIGYYIAGSSEDYAHSIGVPLSYTYELPGLSSGWDGFHLPPQYIEQVCRETWEGIVVGARRAGDLFRK. The pKi is 5.4. (2) The small molecule is Cc1ccc(-n2nccn2)c(C(=O)N2CCN(c3nc4cc(Cl)ccc4o3)CC[C@H]2C)c1. The target protein (P58307) has sequence MEPSATPGAQPGVPTSSGEPFHLPPDYEDEFLRYLWRDYLYPKQYEWVLIAAYVAVFLIALVGNTLVCLAVWRNHHMRTVTNYFIVNLSLADVLVTAICLPASLLVDITESWLFGQALCKVIPYLQAVSVSVAVLTLSFIALDRWYAICHPLLFKSTARRARGSILGIWAVSLAVMVPQAAVMECSSVLPELANRTRLFSVCDEHWADELYPKIYHSCFFIVTYLAPLGLMAMAYFQIFRKLWGRQIPGTTSALVRNWKRPSEQLEAQHQGLCTEPQPRARAFLAEVKQMRARRKTAKMLMVVLLVFALCYLPISVLNVLKRVFGMFRQASDREAVYACFTFSHWLVYANSAANPIIYNFLSGKFREQFKAAFSCCLPGLGPGSSARHKSLSLQSRCSVSKVSEHVVLTTVTTVLS. The pKi is 8.7. (3) The compound is O=C([O-])[O-]. The target protein sequence is MPEIKQLFENNSKWSESIKAETPEYFAKLAKGQNPDFLWIGCADSRVPAERLTGLYSGELFVHRNVANQVIHTDLNCLSVVQYAVDVLQVKHIIVCGHYGCGGVTAAIDNPQLGLINNWLLHIRDYYLKHREYLDQMPAEDRSDKLAEINVAEQVYNLANSTVLQNAWERGQAVEVHGFVYGIEDGRLEYLGVRCASRSAVEDNYHKALEKILNPNHRLLCR. The pKi is 2.2.